Task: Predict the reaction yield, written as a fraction of the theoretical maximum amount of product (1.0 means a 100% yield; for example, 0.34 means a 34% yield).. Dataset: Reaction yield outcomes from USPTO patents with 853,638 reactions (1) The catalyst is C(O)(C)C. The reactants are [CH3:1][C:2]([CH3:19])([CH:17]=[O:18])[CH2:3][N:4]1[CH2:9][CH2:8][N:7]([C:10]([O:12][C:13]([CH3:16])([CH3:15])[CH3:14])=[O:11])[CH2:6][CH2:5]1.[BH4-].[Na+]. The yield is 0.830. The product is [OH:18][CH2:17][C:2]([CH3:19])([CH3:1])[CH2:3][N:4]1[CH2:9][CH2:8][N:7]([C:10]([O:12][C:13]([CH3:16])([CH3:15])[CH3:14])=[O:11])[CH2:6][CH2:5]1. (2) The reactants are Cl[C:2]1[CH:7]=[C:6]([Cl:8])[N:5]=[CH:4][N:3]=1.[F:9][C:10]([F:20])([F:19])[O:11][C:12]1[CH:18]=[CH:17][C:15]([NH2:16])=[CH:14][CH:13]=1.CCN(C(C)C)C(C)C. The catalyst is CCO. The product is [Cl:8][C:6]1[N:5]=[CH:4][N:3]=[C:2]([NH:16][C:15]2[CH:17]=[CH:18][C:12]([O:11][C:10]([F:9])([F:19])[F:20])=[CH:13][CH:14]=2)[CH:7]=1. The yield is 0.840. (3) The reactants are [F:1][C:2]1[CH:3]=[C:4]2[C:8](=[CH:9][C:10]=1[F:11])[N:7]([S:12]([C:15]1[CH:20]=[CH:19][CH:18]=[CH:17][CH:16]=1)(=[O:14])=[O:13])[CH:6]=[C:5]2I.CC1(C)C(C)(C)OB([C:30]2[CH:31]=[N:32][N:33]([C:35]([O:37][C:38]([CH3:41])([CH3:40])[CH3:39])=[O:36])[CH:34]=2)O1.[O-]P([O-])([O-])=O.[K+].[K+].[K+]. The catalyst is O1CCOCC1.O.C1C=CC(P(C2C=CC=CC=2)[C-]2C=CC=C2)=CC=1.C1C=CC(P(C2C=CC=CC=2)[C-]2C=CC=C2)=CC=1.Cl[Pd]Cl.[Fe+2]. The product is [F:1][C:2]1[CH:3]=[C:4]2[C:8](=[CH:9][C:10]=1[F:11])[N:7]([S:12]([C:15]1[CH:20]=[CH:19][CH:18]=[CH:17][CH:16]=1)(=[O:14])=[O:13])[CH:6]=[C:5]2[C:30]1[CH:31]=[N:32][N:33]([C:35]([O:37][C:38]([CH3:41])([CH3:40])[CH3:39])=[O:36])[CH:34]=1. The yield is 0.620.